Dataset: Reaction yield outcomes from USPTO patents with 853,638 reactions. Task: Predict the reaction yield, written as a fraction of the theoretical maximum amount of product (1.0 means a 100% yield; for example, 0.34 means a 34% yield). (1) The reactants are Cl[C:2]1[CH:3]=[C:4]([C:29]2[CH:34]=[CH:33][CH:32]=[CH:31][C:30]=2[CH2:35][OH:36])[CH:5]=[CH:6][C:7]=1[C@H:8]1[C@H:13]([C:14]2[CH:19]=[C:18]([F:20])[CH:17]=[C:16]([F:21])[CH:15]=2)[CH2:12][CH2:11][N:10]([C:22]([O:24][C:25]([CH3:28])([CH3:27])[CH3:26])=[O:23])[CH2:9]1.[CH3:37][C:38]1[CH:43]=[CH:42][CH:41]=[CH:40][C:39]=1O.N(C(N1CCCCC1)=O)=N[C:47](N1CCCCC1)=O.C(P(CCCC)CCCC)CCC. The catalyst is C1(C)C=CC=CC=1. The product is [F:20][C:18]1[CH:19]=[C:14]([C@@H:13]2[CH2:12][CH2:11][N:10]([C:22]([O:24][C:25]([CH3:26])([CH3:28])[CH3:27])=[O:23])[CH2:9][C@H:8]2[C:7]2[CH:6]=[CH:5][C:4]([C:29]3[CH:34]=[CH:33][CH:32]=[CH:31][C:30]=3[CH2:35][O:36][C:39]3[CH:40]=[CH:41][CH:42]=[CH:43][C:38]=3[CH3:37])=[CH:3][C:2]=2[CH3:47])[CH:15]=[C:16]([F:21])[CH:17]=1. The yield is 0.800. (2) The reactants are [CH2:1]([C:3]1[CH:8]=[C:7]([F:9])[CH:6]=[CH:5][C:4]=1[OH:10])[CH3:2].[OH-].[K+].COC1C=C(OC)C=CC=1C[N:18]([C:30]1[S:34][N:33]=[CH:32][N:31]=1)[S:19]([C:22]1[CH:27]=[CH:26][C:25](F)=[C:24]([I:29])[CH:23]=1)(=[O:21])=[O:20].C(O)(C(F)(F)F)=O. The catalyst is CS(C)=O.C(Cl)Cl. The product is [CH2:1]([C:3]1[CH:8]=[C:7]([F:9])[CH:6]=[CH:5][C:4]=1[O:10][C:25]1[CH:26]=[CH:27][C:22]([S:19]([NH:18][C:30]2[S:34][N:33]=[CH:32][N:31]=2)(=[O:20])=[O:21])=[CH:23][C:24]=1[I:29])[CH3:2]. The yield is 0.580. (3) The product is [C:11]1([C:14]2[CH:19]=[CH:18][CH:17]=[CH:16][CH:15]=2)[CH:10]=[CH:9][C:8]([NH:7][C:5](=[O:6])[C:4]2[CH:20]=[CH:21][C:22]([O:23][CH:24]3[CH2:25][CH2:26]3)=[C:2]([NH:1][C:40]([C:37]3([N:34]4[CH2:35][CH2:36][N:31]([CH:28]5[CH2:29][CH2:30]5)[CH2:32][CH2:33]4)[CH2:39][CH2:38]3)=[O:41])[CH:3]=2)=[CH:13][CH:12]=1. The reactants are [NH2:1][C:2]1[CH:3]=[C:4]([CH:20]=[CH:21][C:22]=1[O:23][CH:24]1[CH2:26][CH2:25]1)[C:5]([NH:7][C:8]1[CH:13]=[CH:12][C:11]([C:14]2[CH:19]=[CH:18][CH:17]=[CH:16][CH:15]=2)=[CH:10][CH:9]=1)=[O:6].Cl.[CH:28]1([N:31]2[CH2:36][CH2:35][N:34]([C:37]3([C:40](O)=[O:41])[CH2:39][CH2:38]3)[CH2:33][CH2:32]2)[CH2:30][CH2:29]1.C1CN([P+](ON2N=NC3C=CC=CC2=3)(N2CCCC2)N2CCCC2)CC1.F[P-](F)(F)(F)(F)F.C(N(C(C)C)C(C)C)C. The catalyst is CN(C=O)C.O. The yield is 0.360. (4) The reactants are O=O.[C:3]([O:7][C:8]([N:10]1[CH2:14][C:13]([C:15]2[CH:20]=[CH:19][CH:18]=[CH:17][CH:16]=2)=[C:12]([C:21]([OH:23])=[O:22])[CH2:11]1)=[O:9])([CH3:6])([CH3:5])[CH3:4].C(N(CC)CC)C.[H][H]. The catalyst is COC(C)(C)C.CO. The product is [C:3]([O:7][C:8]([N:10]1[CH2:14][C@@H:13]([C:15]2[CH:20]=[CH:19][CH:18]=[CH:17][CH:16]=2)[C@@H:12]([C:21]([OH:23])=[O:22])[CH2:11]1)=[O:9])([CH3:6])([CH3:4])[CH3:5]. The yield is 0.880. (5) The reactants are [NH3:1].[Cl:2][C:3]1[CH:8]=[CH:7][C:6]([CH:9]([NH:15][C:16](=[O:22])[O:17][C:18]([CH3:21])([CH3:20])[CH3:19])[CH2:10][S:11](Cl)(=[O:13])=[O:12])=[CH:5][CH:4]=1. The catalyst is C(#N)C. The product is [Cl:2][C:3]1[CH:8]=[CH:7][C:6]([CH:9]([NH:15][C:16](=[O:22])[O:17][C:18]([CH3:21])([CH3:20])[CH3:19])[CH2:10][S:11](=[O:13])(=[O:12])[NH2:1])=[CH:5][CH:4]=1. The yield is 0.685. (6) The reactants are [Cl:1][C:2]1[CH:7]=[C:6]([F:8])[CH:5]=[CH:4][C:3]=1[S:9]([NH:12][C@@H:13]([CH2:36][N:37]1C(=O)C2[C:39](=CC=CC=2)[C:38]1=[O:47])[CH2:14][CH2:15][NH:16][C:17]([C@@H:19]([NH:24][C:25]([C:27]1[S:28][C:29]2[CH:35]=[CH:34][CH:33]=[CH:32][C:30]=2[CH:31]=1)=[O:26])[CH2:20][CH:21]([CH3:23])[CH3:22])=[O:18])(=[O:11])=[O:10].NN.C(N(CC)CC)C.C(OC(=O)C)(=O)C. The catalyst is C(O)C.ClCCl. The product is [C:38]([NH:37][CH2:36][C@H:13]([NH:12][S:9]([C:3]1[CH:4]=[CH:5][C:6]([F:8])=[CH:7][C:2]=1[Cl:1])(=[O:11])=[O:10])[CH2:14][CH2:15][NH:16][C:17]([C@@H:19]([NH:24][C:25]([C:27]1[S:28][C:29]2[CH:35]=[CH:34][CH:33]=[CH:32][C:30]=2[CH:31]=1)=[O:26])[CH2:20][CH:21]([CH3:23])[CH3:22])=[O:18])(=[O:47])[CH3:39]. The yield is 0.670. (7) The reactants are Br[C:2]1[CH:3]=[C:4]2[CH2:10][C:9](=[O:11])[NH:8][C:5]2=[N:6][CH:7]=1.[CH3:12][O:13][C:14]1[CH:15]=[C:16](B(O)O)[CH:17]=[C:18]([O:22][CH3:23])[C:19]=1[O:20][CH3:21]. The yield is 0.300. The product is [CH3:23][O:22][C:18]1[CH:17]=[C:16]([C:2]2[CH:3]=[C:4]3[CH2:10][C:9](=[O:11])[NH:8][C:5]3=[N:6][CH:7]=2)[CH:15]=[C:14]([O:13][CH3:12])[C:19]=1[O:20][CH3:21]. The catalyst is CC#N.C([O-])([O-])=O.[Na+].[Na+].Cl[Pd](Cl)([P](C1C=CC=CC=1)(C1C=CC=CC=1)C1C=CC=CC=1)[P](C1C=CC=CC=1)(C1C=CC=CC=1)C1C=CC=CC=1.